Dataset: HIV replication inhibition screening data with 41,000+ compounds from the AIDS Antiviral Screen. Task: Binary Classification. Given a drug SMILES string, predict its activity (active/inactive) in a high-throughput screening assay against a specified biological target. The drug is CC1CC(C)(C)N2CCC(C(=O)N3Cc4cc5ccccc5nc4C3)C2O1. The result is 0 (inactive).